Task: Predict the reaction yield, written as a fraction of the theoretical maximum amount of product (1.0 means a 100% yield; for example, 0.34 means a 34% yield).. Dataset: Reaction yield outcomes from USPTO patents with 853,638 reactions The reactants are [CH3:1][Li].[CH2:3]([N:7]1[C:11]2[CH2:12][O:13][CH2:14][C:15](=[O:16])[C:10]=2[S:9]/[C:8]/1=[N:17]\[C:18](=[O:28])[C:19]1[CH:24]=[C:23]([Cl:25])[CH:22]=[CH:21][C:20]=1[O:26][CH3:27])[CH2:4][CH2:5][CH3:6]. The catalyst is O1CCCC1. The product is [CH2:3]([N:7]1[C:11]2[CH2:12][O:13][CH2:14][C:15]([OH:16])([CH3:1])[C:10]=2[S:9]/[C:8]/1=[N:17]\[C:18](=[O:28])[C:19]1[CH:24]=[C:23]([Cl:25])[CH:22]=[CH:21][C:20]=1[O:26][CH3:27])[CH2:4][CH2:5][CH3:6]. The yield is 0.350.